Task: Predict the reactants needed to synthesize the given product.. Dataset: Full USPTO retrosynthesis dataset with 1.9M reactions from patents (1976-2016) (1) Given the product [CH:1]([N:14]1[CH2:19][CH2:18][N:17]([CH2:20][CH:21]2[O:25][C:24](=[O:26])[N:23]([C:27]([CH3:30])([CH3:29])[CH3:28])[CH2:22]2)[CH2:16][CH2:15]1)([C:8]1[CH:9]=[CH:10][CH:11]=[CH:12][CH:13]=1)[C:2]1[CH:7]=[CH:6][CH:5]=[CH:4][CH:3]=1, predict the reactants needed to synthesize it. The reactants are: [CH:1]([N:14]1[CH2:19][CH2:18][N:17]([CH2:20][CH:21]2[O:25][C:24](=[O:26])[N:23]([CH:27]([CH3:29])[CH3:28])[CH2:22]2)[CH2:16][CH2:15]1)([C:8]1[CH:13]=[CH:12][CH:11]=[CH:10][CH:9]=1)[C:2]1[CH:7]=[CH:6][CH:5]=[CH:4][CH:3]=1.[C:30](N1CC(CO)OC1=O)(C)(C)C.OCC1OC(=O)N(C(C)C)C1. (2) Given the product [Br:30][C:27]1[CH:28]=[CH:29][C:24]([NH:12][C:13]2[C:21]([NH:10][S:7]([C:4]3([CH2:1][CH:2]=[CH2:3])[CH2:6][CH2:5]3)(=[O:8])=[O:9])=[C:20]3[N:16]([CH2:17][CH2:18][CH2:19]3)[C:15](=[O:22])[C:14]=2[CH3:23])=[C:25]([F:31])[CH:26]=1, predict the reactants needed to synthesize it. The reactants are: [CH2:1]([C:4]1([S:7]([N:10]2[C:21]3[C:13](=[C:14]([CH3:23])[C:15](=[O:22])[N:16]4[C:20]=3[CH2:19][CH2:18][CH2:17]4)[N:12]([C:24]3[CH:29]=[CH:28][C:27]([Br:30])=[CH:26][C:25]=3[F:31])C2=O)(=[O:9])=[O:8])[CH2:6][CH2:5]1)[CH:2]=[CH2:3]. (3) Given the product [O:33]=[C:10]1[CH:11]=[CH:12][C:13]([C:15]2[O:19][N:18]=[C:17]([C:20]3[CH:25]=[CH:24][C:23]([C:26]([CH3:32])([CH3:31])[C:27]([F:30])([F:29])[F:28])=[CH:22][CH:21]=3)[N:16]=2)=[CH:14][N:9]1[CH2:8][C:6]1[CH:5]=[CH:4][N:3]=[C:2]([N:39]2[CH2:40][CH2:41][CH:36]([C:34]#[N:35])[CH2:37][CH2:38]2)[CH:7]=1, predict the reactants needed to synthesize it. The reactants are: Cl[C:2]1[CH:7]=[C:6]([CH2:8][N:9]2[CH:14]=[C:13]([C:15]3[O:19][N:18]=[C:17]([C:20]4[CH:25]=[CH:24][C:23]([C:26]([CH3:32])([CH3:31])[C:27]([F:30])([F:29])[F:28])=[CH:22][CH:21]=4)[N:16]=3)[CH:12]=[CH:11][C:10]2=[O:33])[CH:5]=[CH:4][N:3]=1.[C:34]([CH:36]1[CH2:41][CH2:40][NH:39][CH2:38][CH2:37]1)#[N:35]. (4) Given the product [F:19][C:12]1[CH:13]=[CH:14][CH:15]=[C:16]([O:17][CH3:18])[C:11]=1[CH:2]1[N:1]([CH2:29][C:28]2[CH:31]=[CH:32][N:33]=[C:26]([C:23]3[S:24][CH:25]=[C:21]([CH3:20])[N:22]=3)[CH:27]=2)[C:5](=[O:7])[CH:4]([CH3:10])[CH2:3]1, predict the reactants needed to synthesize it. The reactants are: [NH2:1][CH:2]([C:11]1[C:16]([O:17][CH3:18])=[CH:15][CH:14]=[CH:13][C:12]=1[F:19])[CH2:3][CH:4]([CH3:10])[C:5]([O:7]CC)=O.[CH3:20][C:21]1[N:22]=[C:23]([C:26]2[CH:27]=[C:28]([CH:31]=[CH:32][N:33]=2)[CH:29]=O)[S:24][CH:25]=1. (5) Given the product [Br:7][C:8]1[CH:13]=[CH:12][C:11]([C:14]2[O:23][C:17]3[N:18]=[CH:19][N:20]=[C:21]([N:34]4[CH2:35][CH2:36][N:31]([CH3:30])[CH2:32][CH2:33]4)[C:16]=3[C:15]=2[C:24]2[CH:29]=[CH:28][CH:27]=[CH:26][CH:25]=2)=[CH:10][CH:9]=1, predict the reactants needed to synthesize it. The reactants are: C(=O)([O-])[O-].[K+].[K+].[Br:7][C:8]1[CH:13]=[CH:12][C:11]([C:14]2[O:23][C:17]3[N:18]=[CH:19][N:20]=[C:21](Cl)[C:16]=3[C:15]=2[C:24]2[CH:29]=[CH:28][CH:27]=[CH:26][CH:25]=2)=[CH:10][CH:9]=1.[CH3:30][N:31]1[CH2:36][CH2:35][NH:34][CH2:33][CH2:32]1.O.